This data is from Reaction yield outcomes from USPTO patents with 853,638 reactions. The task is: Predict the reaction yield, written as a fraction of the theoretical maximum amount of product (1.0 means a 100% yield; for example, 0.34 means a 34% yield). (1) The product is [CH3:17][C:16]([S@@:14]([N:13]1[CH2:2][CH2:3][CH2:4][C@@H:5]1[C:6]1[CH:11]=[CH:10][C:9]([OH:12])=[CH:8][CH:7]=1)=[O:15])([CH3:19])[CH3:18]. The catalyst is CO. The yield is 0.980. The reactants are Cl[CH2:2][CH2:3][CH2:4]/[C:5](=[N:13]\[S@:14]([C:16]([CH3:19])([CH3:18])[CH3:17])=[O:15])/[C:6]1[CH:11]=[CH:10][C:9]([OH:12])=[CH:8][CH:7]=1. (2) The reactants are [F:1][C:2]1[CH:3]=[CH:4][C:5]2[N:9]=[CH:8][N:7]([CH2:10][C:11]([OH:13])=O)[C:6]=2[C:14]=1[F:15].C(N(CC)CC)C.C(Cl)(=O)C(C)(C)C.[NH2:30][CH2:31][C:32]1[CH:37]=[CH:36][C:35]([C:38]([CH3:42])([CH3:41])[C:39]#[N:40])=[CH:34][CH:33]=1. The catalyst is C(Cl)Cl. The product is [C:39]([C:38]([C:35]1[CH:34]=[CH:33][C:32]([CH2:31][NH:30][C:11](=[O:13])[CH2:10][N:7]2[C:6]3[C:14]([F:15])=[C:2]([F:1])[CH:3]=[CH:4][C:5]=3[N:9]=[CH:8]2)=[CH:37][CH:36]=1)([CH3:42])[CH3:41])#[N:40]. The yield is 0.250. (3) The reactants are [NH2:1][C:2]1[CH:7]=[C:6]([NH:8][C:9](=[O:18])[C:10]2[C:15]([Cl:16])=[CH:14][CH:13]=[CH:12][C:11]=2[Cl:17])[CH:5]=[CH:4][N:3]=1.[CH:19]12[CH2:24][CH:23]1[C:22](=[O:25])[O:21][C:20]2=O. The catalyst is O1CCOCC1. The product is [Cl:16][C:15]1[CH:14]=[CH:13][CH:12]=[C:11]([Cl:17])[C:10]=1[C:9]([NH:8][C:6]1[CH:5]=[CH:4][N:3]=[C:2]([N:1]2[C:20](=[O:21])[CH:19]3[CH:23]([CH2:24]3)[C:22]2=[O:25])[CH:7]=1)=[O:18]. The yield is 0.680. (4) The catalyst is C1(C)C=CC=CC=1.C(OCC)(=O)C.C([O-])(=O)C.[Pd+2].C([O-])(=O)C. The product is [CH2:7]([O:14][C:15]1[C:16]([Cl:23])=[CH:17][C:18]([NH:19][C:71]2[CH:80]=[CH:79][CH:78]=[CH:77][C:72]=2[C:73]([O:75][CH3:76])=[O:74])=[CH:20][C:21]=1[Cl:22])[C:8]1[CH:9]=[CH:10][CH:11]=[CH:12][CH:13]=1. The reactants are C(=O)([O-])[O-].[Cs+].[Cs+].[CH2:7]([O:14][C:15]1[C:21]([Cl:22])=[CH:20][C:18]([NH2:19])=[CH:17][C:16]=1[Cl:23])[C:8]1[CH:13]=[CH:12][CH:11]=[CH:10][CH:9]=1.C1C=CC(P(C2C=CC3C(=CC=CC=3)C=2C2C3C(=CC=CC=3)C=CC=2P(C2C=CC=CC=2)C2C=CC=CC=2)C2C=CC=CC=2)=CC=1.Br[C:71]1[CH:80]=[CH:79][CH:78]=[CH:77][C:72]=1[C:73]([O:75][CH3:76])=[O:74]. The yield is 0.940. (5) The reactants are [OH:1][C:2]([C:5]1[S:9][C:8]([NH:10]C(=O)OC(C)(C)C)=[N:7][C:6]=1[C:18]([F:21])([F:20])[F:19])([CH3:4])[CH3:3].C(O)(C(F)(F)F)=O.C(=O)(O)[O-].[Na+]. The catalyst is C(Cl)Cl. The product is [NH2:10][C:8]1[S:9][C:5]([C:2]([OH:1])([CH3:3])[CH3:4])=[C:6]([C:18]([F:21])([F:19])[F:20])[N:7]=1. The yield is 0.290. (6) The reactants are [CH3:1][N:2]1[CH:6]([C:7]([OH:9])=O)[CH2:5][N:4]([C:10]2[CH:15]=[C:14]([C:16]([F:19])([F:18])[F:17])[N:13]=[CH:12][N:11]=2)[C:3]1=[O:20].C(N1CCOCC1)C.O.ON1C2C=CC=CC=2N=N1.Cl.C(N=C=NCCCN(C)C)C.[Cl:52][C:53]1[C:58]([F:59])=[C:57]([F:60])[CH:56]=[CH:55][C:54]=1[CH2:61][NH2:62]. The catalyst is ClCCl.CN(C=O)C. The product is [Cl:52][C:53]1[C:58]([F:59])=[C:57]([F:60])[CH:56]=[CH:55][C:54]=1[CH2:61][NH:62][C:7]([CH:6]1[CH2:5][N:4]([C:10]2[CH:15]=[C:14]([C:16]([F:19])([F:18])[F:17])[N:13]=[CH:12][N:11]=2)[C:3](=[O:20])[N:2]1[CH3:1])=[O:9]. The yield is 0.338.